Task: Regression. Given a peptide amino acid sequence and an MHC pseudo amino acid sequence, predict their binding affinity value. This is MHC class I binding data.. Dataset: Peptide-MHC class I binding affinity with 185,985 pairs from IEDB/IMGT The peptide sequence is SDVLELDTI. The MHC is Mamu-B01 with pseudo-sequence Mamu-B01. The binding affinity (normalized) is 1.00.